Dataset: Reaction yield outcomes from USPTO patents with 853,638 reactions. Task: Predict the reaction yield, written as a fraction of the theoretical maximum amount of product (1.0 means a 100% yield; for example, 0.34 means a 34% yield). (1) The reactants are [C:1](=[O:22])([O:12]C1C=CC([N+]([O-])=O)=CC=1)[O:2][CH2:3][CH2:4][N:5]1[CH2:10][CH2:9][N:8]([CH3:11])[CH2:7][CH2:6]1.CCN(C(C)C)C(C)C.[C:32]1([CH:38]2[CH2:43][CH2:42][NH:41][CH2:40][CH2:39]2)[CH:37]=[CH:36][CH:35]=[CH:34][CH:33]=1. The catalyst is CN(C=O)C. The product is [CH:1]([OH:12])=[O:2].[C:32]1([CH:38]2[CH2:39][CH2:40][N:41]([C:1]([O:2][CH2:3][CH2:4][N:5]3[CH2:6][CH2:7][N:8]([CH3:11])[CH2:9][CH2:10]3)=[O:22])[CH2:42][CH2:43]2)[CH:37]=[CH:36][CH:35]=[CH:34][CH:33]=1. The yield is 0.420. (2) The reactants are [C:1]1([CH:7]([C:23]2[CH:28]=[CH:27][CH:26]=[CH:25][CH:24]=2)[CH2:8][CH:9]2[C:18]3[C:13](=[CH:14][C:15]([O:21][CH3:22])=[C:16]([O:19][CH3:20])[CH:17]=3)[CH2:12][CH2:11][NH:10]2)[CH:6]=[CH:5][CH:4]=[CH:3][CH:2]=1.C(N(CC)CC)C.[CH3:36][N:37]=[C:38]=[O:39]. The catalyst is C(Cl)Cl. The product is [CH3:36][NH:37][C:38]([N:10]1[CH2:11][CH2:12][C:13]2[C:18](=[CH:17][C:16]([O:19][CH3:20])=[C:15]([O:21][CH3:22])[CH:14]=2)[CH:9]1[CH2:8][CH:7]([C:1]1[CH:2]=[CH:3][CH:4]=[CH:5][CH:6]=1)[C:23]1[CH:28]=[CH:27][CH:26]=[CH:25][CH:24]=1)=[O:39]. The yield is 0.880. (3) The reactants are Br[C:2]1[CH:3]=[CH:4][C:5]([N+:8]([O-:10])=[O:9])=[N:6][CH:7]=1.[CH3:11][Si:12]([C:15]#[CH:16])([CH3:14])[CH3:13].C(N(CC)C(C)C)(C)C. The catalyst is CN1CCCC1=O.C1C=CC([P]([Pd]([P](C2C=CC=CC=2)(C2C=CC=CC=2)C2C=CC=CC=2)([P](C2C=CC=CC=2)(C2C=CC=CC=2)C2C=CC=CC=2)[P](C2C=CC=CC=2)(C2C=CC=CC=2)C2C=CC=CC=2)(C2C=CC=CC=2)C2C=CC=CC=2)=CC=1.[Cu]I. The product is [N+:8]([C:5]1[CH:4]=[CH:3][C:2]([C:16]#[C:15][Si:12]([CH3:14])([CH3:13])[CH3:11])=[CH:7][N:6]=1)([O-:10])=[O:9]. The yield is 0.450. (4) The yield is 0.988. No catalyst specified. The product is [Cl:10][C:11]1[CH:12]=[N+:13]([O-:20])[CH:14]=[CH:15][C:16]=1[O:3][CH:2]([CH3:4])[CH3:1]. The reactants are [CH3:1][CH:2]([CH3:4])[O-:3].[Na+].CC(O)C.[Cl:10][C:11]1[CH:12]=[N+:13]([O-:20])[CH:14]=[CH:15][C:16]=1[N+]([O-])=O. (5) The reactants are [CH:1]1([C:4]2[O:5][C:6]3[C:7](=[C:9]([C:17]#[N:18])[C:10]([CH3:16])=[C:11]([CH2:14][CH3:15])[C:12]=3F)[N:8]=2)[CH2:3][CH2:2]1.C(N(CC)CC)C.[CH3:26][N:27]([CH3:33])[C@H:28]1[CH2:32][CH2:31][NH:30][CH2:29]1.C(=O)([O-])O.[Na+]. The catalyst is CS(C)=O.C(OCC)(=O)C. The product is [CH:1]1([C:4]2[O:5][C:6]3[C:7](=[C:9]([C:17]#[N:18])[C:10]([CH3:16])=[C:11]([CH2:14][CH3:15])[C:12]=3[N:30]3[CH2:31][CH2:32][C@H:28]([N:27]([CH3:33])[CH3:26])[CH2:29]3)[N:8]=2)[CH2:3][CH2:2]1. The yield is 0.580. (6) The reactants are Cl.[NH2:2][CH2:3][CH2:4][N:5]1[CH2:10][CH2:9][N:8]([CH2:11]/[CH:12]=[CH:13]/[C:14]([N:16]2[CH2:21][CH2:20][CH:19]([C:22]3[CH:27]=[CH:26][C:25]([C:28]([NH2:30])=[O:29])=[C:24]([O:31][C:32]4[CH:37]=[CH:36][C:35]([O:38][C:39]5[CH:44]=[CH:43][CH:42]=[CH:41][CH:40]=5)=[CH:34][CH:33]=4)[N:23]=3)[CH2:18][CH2:17]2)=[O:15])[CH2:7][CH2:6]1.[O:45]=[C:46]1[NH:50][C@@H:49]2[C@H:51]([CH2:54][CH2:55][CH2:56][CH2:57][C:58](O)=[O:59])[S:52][CH2:53][C@@H:48]2[NH:47]1.CN(C)CCCN=C=NCC.C(N(CC)CC)C. The catalyst is C(Cl)Cl.O. The product is [O:45]=[C:46]1[NH:50][C@@H:49]2[C@H:51]([CH2:54][CH2:55][CH2:56][CH2:57][C:58]([NH:2][CH2:3][CH2:4][N:5]3[CH2:10][CH2:9][N:8]([CH2:11][CH:12]=[CH:13][C:14]([N:16]4[CH2:17][CH2:18][CH:19]([C:22]5[CH:27]=[CH:26][C:25]([C:28]([NH2:30])=[O:29])=[C:24]([O:31][C:32]6[CH:37]=[CH:36][C:35]([O:38][C:39]7[CH:40]=[CH:41][CH:42]=[CH:43][CH:44]=7)=[CH:34][CH:33]=6)[N:23]=5)[CH2:20][CH2:21]4)=[O:15])[CH2:7][CH2:6]3)=[O:59])[S:52][CH2:53][C@@H:48]2[NH:47]1. The yield is 0.170. (7) The reactants are COC[O:4][C:5]1[CH:6]=[C:7]([CH:17]=[CH:18][C:19]=1[CH3:20])[O:8][C:9]([CH3:16])([CH3:15])[C:10]([O:12][CH2:13][CH3:14])=[O:11]. The catalyst is C(O)C.Cl. The product is [OH:4][C:5]1[CH:6]=[C:7]([CH:17]=[CH:18][C:19]=1[CH3:20])[O:8][C:9]([CH3:16])([CH3:15])[C:10]([O:12][CH2:13][CH3:14])=[O:11]. The yield is 0.850. (8) The reactants are [F:1][C:2]1[CH:3]=[C:4]([CH:22]=[CH:23][CH:24]=1)[CH2:5][O:6][C:7]1[CH:16]=[C:15]2[C:10]([CH:11]=[C:12]([C:17](OCC)=[O:18])[CH:13]=[N:14]2)=[N:9][CH:8]=1.OC1C=C2C(C=C(C(OCC)=O)C=N2)=[N:28]C=1.C([O-])([O-])=O.[Cs+].[Cs+].FC1C=C(C=CC=1)CCl. The catalyst is CN(C=O)C.O.CCOC(C)=O. The product is [F:1][C:2]1[CH:3]=[C:4]([CH2:5][O:6][C:7]2[CH:16]=[C:15]3[C:10]([CH:11]=[C:12]([C:17]([NH2:28])=[O:18])[CH:13]=[N:14]3)=[N:9][CH:8]=2)[CH:22]=[CH:23][CH:24]=1. The yield is 0.690. (9) The reactants are FC(F)(F)C(O)=O.[CH:8]([N:11]1[C:15]([C:16]2[N:25]=[C:24]3[N:18]([CH2:19][CH2:20][O:21][C:22]4[CH:29]=[C:28]([CH:30]5[CH2:35][CH2:34][NH:33][CH2:32][CH2:31]5)[CH:27]=[CH:26][C:23]=43)[CH:17]=2)=[N:14][CH:13]=[N:12]1)([CH3:10])[CH3:9].C(=O)([O-])[O-].[K+].[K+].[C:42]([NH:46][C:47](=[O:50])[CH2:48]Cl)([CH3:45])([CH3:44])[CH3:43]. The catalyst is C1COCC1.C(Cl)Cl. The product is [C:42]([NH:46][C:47](=[O:50])[CH2:48][N:33]1[CH2:34][CH2:35][CH:30]([C:28]2[CH:27]=[CH:26][C:23]3[C:24]4[N:18]([CH:17]=[C:16]([C:15]5[N:11]([CH:8]([CH3:10])[CH3:9])[N:12]=[CH:13][N:14]=5)[N:25]=4)[CH2:19][CH2:20][O:21][C:22]=3[CH:29]=2)[CH2:31][CH2:32]1)([CH3:45])([CH3:44])[CH3:43]. The yield is 0.560.